Dataset: Catalyst prediction with 721,799 reactions and 888 catalyst types from USPTO. Task: Predict which catalyst facilitates the given reaction. (1) Reactant: [C:1]1([CH3:21])[CH:6]=[CH:5][CH:4]=[CH:3][C:2]=1[C:7]1[CH:8]=[CH:9][CH:10]=[C:11]2[C:15]=1[NH:14][C:13]([C:16]([O:18][CH2:19][CH3:20])=[O:17])=[CH:12]2.[I:22]N1C(=O)CCC1=O. Product: [I:22][C:12]1[C:11]2[C:15](=[C:7]([C:2]3[CH:3]=[CH:4][CH:5]=[CH:6][C:1]=3[CH3:21])[CH:8]=[CH:9][CH:10]=2)[NH:14][C:13]=1[C:16]([O:18][CH2:19][CH3:20])=[O:17]. The catalyst class is: 4. (2) Reactant: I[C:2]1[N:11]=[C:10]2[N:4]([CH2:5][CH2:6][C:7]3[CH:23]=[CH:22][CH:21]=[CH:20][C:8]=3[CH:9]2[O:12][CH:13]2[CH2:18][CH2:17][N:16]([CH3:19])[CH2:15][CH2:14]2)[C:3]=1[CH3:24].[Si]([O:32][CH2:33][CH2:34][C:35]#[C:36][B-](F)(F)F)(C(C)(C)C)(C)C.[K+].O.C([O-])([O-])=O.[Cs+].[Cs+]. Product: [CH3:24][C:3]1[N:4]2[C:10]([CH:9]([O:12][CH:13]3[CH2:14][CH2:15][N:16]([CH3:19])[CH2:17][CH2:18]3)[C:8]3[CH:20]=[CH:21][CH:22]=[CH:23][C:7]=3[CH2:6][CH2:5]2)=[N:11][C:2]=1[C:36]#[C:35][CH2:34][CH2:33][OH:32]. The catalyst class is: 450. (3) Reactant: [NH2:1][C:2]1[CH:7]=[CH:6][C:5]([CH3:8])=[CH:4][N:3]=1.[N+:9]([CH2:11][CH2:12][CH2:13][CH2:14][CH2:15][CH2:16][N+:17]#[C-:18])#[C-:10].[CH3:19][O:20][C:21]1[CH:22]=[C:23]([CH:26]=[CH:27][C:28]=1[O:29][CH3:30])[CH:24]=O. Product: [CH3:19][O:20][C:21]1[CH:22]=[C:23]([C:24]2[N:1]=[C:2]3[CH:7]=[CH:6][C:5]([CH3:8])=[CH:4][N:3]3[C:10]=2[NH:9][CH2:11][CH2:12][CH2:13][CH2:14][CH2:15][CH2:16][N+:17]#[C-:18])[CH:26]=[CH:27][C:28]=1[O:29][CH3:30]. The catalyst class is: 519. (4) Reactant: I[C:2]1[CH:10]=[CH:9][C:5]([C:6]([OH:8])=[O:7])=[CH:4][CH:3]=1.[Cl-].[Li+].C([Mg]Cl)(C)C.[CH3:18][C:19]([CH3:21])=[O:20].Cl. Product: [OH:20][C:19]([C:2]1[CH:10]=[CH:9][C:5]([C:6]([OH:8])=[O:7])=[CH:4][CH:3]=1)([CH3:21])[CH3:18]. The catalyst class is: 30. (5) Reactant: [CH2:1]([O:8][C:9]1[CH:14]=[CH:13][N:12]([C:15]2[CH:16]=[C:17]3[C:21](=[CH:22][CH:23]=2)[N:20]([CH2:24][CH2:25][CH2:26][O:27][Si](C(C)(C)C)(C)C)[N:19]=[CH:18]3)[C:11](=[O:35])[CH:10]=1)[C:2]1[CH:7]=[CH:6][CH:5]=[CH:4][CH:3]=1.CCCC[N+](CCCC)(CCCC)CCCC.[F-].O. Product: [CH2:1]([O:8][C:9]1[CH:14]=[CH:13][N:12]([C:15]2[CH:16]=[C:17]3[C:21](=[CH:22][CH:23]=2)[N:20]([CH2:24][CH2:25][CH2:26][OH:27])[N:19]=[CH:18]3)[C:11](=[O:35])[CH:10]=1)[C:2]1[CH:7]=[CH:6][CH:5]=[CH:4][CH:3]=1. The catalyst class is: 1.